Task: Predict the product of the given reaction.. Dataset: Forward reaction prediction with 1.9M reactions from USPTO patents (1976-2016) (1) Given the reactants [Br:1][C:2]1[CH:3]=[C:4]2[C:8](=[CH:9][CH:10]=1)[NH:7][N:6]=[C:5]2[CH3:11].C(N(CC)CC)C.[C:19]([O:23][C:24](O[C:24]([O:23][C:19]([CH3:22])([CH3:21])[CH3:20])=[O:25])=[O:25])([CH3:22])([CH3:21])[CH3:20], predict the reaction product. The product is: [C:19]([O:23][C:24]([N:7]1[C:8]2[C:4](=[CH:3][C:2]([Br:1])=[CH:10][CH:9]=2)[C:5]([CH3:11])=[N:6]1)=[O:25])([CH3:22])([CH3:21])[CH3:20]. (2) Given the reactants [NH2:1][CH2:2][CH2:3][NH:4][C:5]1[N:13]=[C:12]([Cl:14])[N:11]=[C:10]2[C:6]=1[N:7]=[CH:8][N:9]2[CH:15]1[CH2:19][CH2:18][CH2:17][CH2:16]1.C(Cl)Cl.C(N(CC)CC)C.[F:30][C:31]1[CH:36]=[CH:35][C:34]([S:37](Cl)(=[O:39])=[O:38])=[CH:33][CH:32]=1, predict the reaction product. The product is: [Cl:14][C:12]1[N:11]=[C:10]2[C:6]([N:7]=[CH:8][N:9]2[CH:15]2[CH2:19][CH2:18][CH2:17][CH2:16]2)=[C:5]([NH:4][CH2:3][CH2:2][NH:1][S:37]([C:34]2[CH:35]=[CH:36][C:31]([F:30])=[CH:32][CH:33]=2)(=[O:39])=[O:38])[N:13]=1. (3) Given the reactants Cl[C:2]1[C:11]2[C:6](=[CH:7][CH:8]=[CH:9][CH:10]=2)[N:5]=[CH:4][C:3]=1[NH:12][C:13](=O)[CH3:14].Cl.[O:17]([CH2:24][CH2:25][O:26][NH2:27])[C:18]1[CH:23]=[CH:22][CH:21]=[CH:20][CH:19]=1.Cl.CON, predict the reaction product. The product is: [CH3:14][C:13]1[N:27]([O:26][CH2:25][CH2:24][O:17][C:18]2[CH:23]=[CH:22][CH:21]=[CH:20][CH:19]=2)[C:2]2[C:11]3[CH:10]=[CH:9][CH:8]=[CH:7][C:6]=3[N:5]=[CH:4][C:3]=2[N:12]=1. (4) Given the reactants [CH:1]1([N:5]2[CH2:11][CH2:10][C:9]3[CH:12]=[CH:13][C:14]([NH2:16])=[CH:15][C:8]=3[CH2:7][CH2:6]2)[CH2:4][CH2:3][CH2:2]1.Cl[C:18]1[N:23]=[CH:22][C:21]([C:24]([NH:26][CH3:27])=[O:25])=[CH:20][CH:19]=1.C1(P(C2C=CC=CC=2)C2C=CC3C(=CC=CC=3)C=2C2C3C(=CC=CC=3)C=CC=2P(C2C=CC=CC=2)C2C=CC=CC=2)C=CC=CC=1.C(=O)([O-])[O-].[K+].[K+], predict the reaction product. The product is: [CH:1]1([N:5]2[CH2:11][CH2:10][C:9]3[CH:12]=[CH:13][C:14]([NH:16][C:18]4[N:23]=[CH:22][C:21]([C:24]([NH:26][CH3:27])=[O:25])=[CH:20][CH:19]=4)=[CH:15][C:8]=3[CH2:7][CH2:6]2)[CH2:4][CH2:3][CH2:2]1. (5) The product is: [Cl:24][C:19]1[CH:20]=[CH:21][CH:22]=[CH:23][C:18]=1[C:9]1[C:10]([C:11]2[CH:12]=[CH:13][C:14]([Cl:17])=[CH:15][CH:16]=2)=[C:6]2[N:5]=[C:4]([CH3:25])[N:3]=[C:2]([O:30][CH2:28][CH3:29])[N:7]2[N:8]=1. Given the reactants Cl[C:2]1[N:7]2[N:8]=[C:9]([C:18]3[CH:23]=[CH:22][CH:21]=[CH:20][C:19]=3[Cl:24])[C:10]([C:11]3[CH:16]=[CH:15][C:14]([Cl:17])=[CH:13][CH:12]=3)=[C:6]2[N:5]=[C:4]([CH3:25])[N:3]=1.[H-].[Na+].[CH2:28]([OH:30])[CH3:29], predict the reaction product. (6) Given the reactants [CH:1]1([NH:6][C:7]2[CH:8]=[CH:9][CH:10]=[C:11]3[C:15]=2[NH:14][C:13]([C:16]2[S:17][CH2:18][C@@H:19]([CH2:21]O)[N:20]=2)=[CH:12]3)[CH2:5][CH2:4][CH2:3][CH2:2]1.[NH:23]1[CH2:27][CH2:26][CH2:25][CH2:24]1, predict the reaction product. The product is: [CH:1]1([NH:6][C:7]2[CH:8]=[CH:9][CH:10]=[C:11]3[C:15]=2[NH:14][C:13]([C:16]2[S:17][CH2:18][C@@H:19]([CH2:21][N:23]4[CH2:27][CH2:26][CH2:25][CH2:24]4)[N:20]=2)=[CH:12]3)[CH2:5][CH2:4][CH2:3][CH2:2]1. (7) Given the reactants [OH:1][C:2]1[CH:3]=[C:4]2[C:8](=[CH:9][CH:10]=1)[NH:7][CH:6]=[C:5]2[CH3:11].[NH2:12][C:13]1[CH:18]=[C:17](Cl)[CH:16]=[CH:15][N:14]=1.[H-].[Na+].CS(C)=O, predict the reaction product. The product is: [CH3:11][C:5]1[C:4]2[C:8](=[CH:9][CH:10]=[C:2]([O:1][C:17]3[CH:16]=[CH:15][N:14]=[C:13]([NH2:12])[CH:18]=3)[CH:3]=2)[NH:7][CH:6]=1.